From a dataset of Choline transporter screen with 302,306 compounds. Binary Classification. Given a drug SMILES string, predict its activity (active/inactive) in a high-throughput screening assay against a specified biological target. (1) The drug is O(c1cc(NC(=O)Nc2nocc2)ccc1OC)C. The result is 0 (inactive). (2) The molecule is O=c1n(c(nc2c1cccc2)/C=C\c1c(cccc1)C)CC. The result is 0 (inactive). (3) The compound is Fc1c(Cn2c3c(c(=O)n(c2=O)c2ccc(CC(=O)NCC4OCCC4)cc2)cccc3)cccc1. The result is 1 (active).